From a dataset of Full USPTO retrosynthesis dataset with 1.9M reactions from patents (1976-2016). Predict the reactants needed to synthesize the given product. (1) Given the product [C:9]1([C:4]2[N:3]=[CH:2][N:7]=[C:6]([OH:8])[CH:5]=2)[CH:10]=[CH:11][CH:12]=[CH:13][CH:14]=1, predict the reactants needed to synthesize it. The reactants are: S[C:2]1[N:7]=[C:6]([OH:8])[CH:5]=[C:4]([C:9]2[CH:14]=[CH:13][CH:12]=[CH:11][CH:10]=2)[N:3]=1. (2) Given the product [F:34][C:26]1[CH:25]=[C:24]([S:21]([N:19]([CH3:20])[C@@H:14]2[CH2:15][CH2:16][CH2:17][C:18]3[C:9]([O:8][CH2:7][C:6]([OH:35])=[O:5])=[CH:10][CH:11]=[CH:12][C:13]2=3)(=[O:23])=[O:22])[CH:29]=[C:28]([C:30]([F:32])([F:33])[F:31])[CH:27]=1, predict the reactants needed to synthesize it. The reactants are: C([O:5][C:6](=[O:35])[CH2:7][O:8][C:9]1[C:18]2[CH2:17][CH2:16][CH2:15][C@@H:14]([N:19]([S:21]([C:24]3[CH:29]=[C:28]([C:30]([F:33])([F:32])[F:31])[CH:27]=[C:26]([F:34])[CH:25]=3)(=[O:23])=[O:22])[CH3:20])[C:13]=2[CH:12]=[CH:11][CH:10]=1)(C)(C)C.[OH-].[Na+]. (3) Given the product [CH:19]([N:18]1[C:14]([C:12]2[N:13]=[C:6]3[N:7]([CH2:8][CH2:9][O:10][C:4]4[CH:3]=[C:2]([NH:32][C@@H:31]([CH3:33])[C:30]([OH:34])=[O:29])[CH:23]=[CH:22][C:5]=43)[CH:11]=2)=[N:15][CH:16]=[N:17]1)([CH3:21])[CH3:20], predict the reactants needed to synthesize it. The reactants are: Br[C:2]1[CH:23]=[CH:22][C:5]2[C:6]3[N:7]([CH:11]=[C:12]([C:14]4[N:18]([CH:19]([CH3:21])[CH3:20])[N:17]=[CH:16][N:15]=4)[N:13]=3)[CH2:8][CH2:9][O:10][C:4]=2[CH:3]=1.Cl.C([O:29][C:30](=[O:34])[C@H:31]([CH3:33])[NH2:32])(C)(C)C.F[B-](F)(F)F.Cl.C(C1NC=C[N+]=1C(C)C)(C)C.C(=O)([O-])[O-].[Cs+].[Cs+]. (4) Given the product [OH:16][CH2:15][C:3]1([CH2:2][O:1][C:33](=[S:34])[NH:32][C:26]2[CH:27]=[CH:28][C:29]([F:31])=[CH:30][C:25]=2[F:24])[CH2:9][CH2:8][CH2:7][C:6]2[CH:10]=[CH:11][CH:12]=[CH:13][C:5]=2[C:4]1=[O:14], predict the reactants needed to synthesize it. The reactants are: [OH:1][CH2:2][C:3]1([CH2:15][OH:16])[CH2:9][CH2:8][CH2:7][C:6]2[CH:10]=[CH:11][CH:12]=[CH:13][C:5]=2[C:4]1=[O:14].C(N(CC)CC)C.[F:24][C:25]1[CH:30]=[C:29]([F:31])[CH:28]=[CH:27][C:26]=1[N:32]=[C:33]=[S:34]. (5) Given the product [CH3:8][Si:9]([CH2:16][N:1]1[CH2:6][CH2:5][NH:4][CH2:3][CH2:2]1)([O:13][CH2:14][CH3:15])[O:10][CH2:11][CH3:12], predict the reactants needed to synthesize it. The reactants are: [NH:1]1[CH2:6][CH2:5][NH:4][CH2:3][CH2:2]1.Cl[CH2:8][Si:9]([CH3:16])([O:13][CH2:14][CH3:15])[O:10][CH2:11][CH3:12].[SiH4]. (6) The reactants are: [N:1]([C@@H:4]1[CH2:8][O:7][CH2:6][C@H:5]1[O:9][Si:10]([CH3:13])([CH3:12])[CH3:11])=[N+]=[N-]. Given the product [CH3:11][Si:10]([CH3:13])([CH3:12])[O:9][C@@H:5]1[CH2:6][O:7][CH2:8][C@H:4]1[NH2:1], predict the reactants needed to synthesize it. (7) Given the product [CH3:22][O:21][C:18]1[CH:17]=[CH:16][C:15]([CH2:14][NH:13][C:11]([C:6]2[N:7]=[C:8]([CH3:10])[N:9]=[C:4]([C:3]3[CH2:24][CH:23]([CH:25]4[CH2:26][CH2:27][N:28]([C:31]([O:33][C:34]([CH3:35])([CH3:37])[CH3:36])=[O:32])[CH2:29][CH2:30]4)[O:1][N:2]=3)[CH:5]=2)=[O:12])=[CH:20][CH:19]=1, predict the reactants needed to synthesize it. The reactants are: [OH:1][N:2]=[CH:3][C:4]1[N:9]=[C:8]([CH3:10])[N:7]=[C:6]([C:11]([NH:13][CH2:14][C:15]2[CH:20]=[CH:19][C:18]([O:21][CH3:22])=[CH:17][CH:16]=2)=[O:12])[CH:5]=1.[CH:23]([CH:25]1[CH2:30][CH2:29][N:28]([C:31]([O:33][C:34]([CH3:37])([CH3:36])[CH3:35])=[O:32])[CH2:27][CH2:26]1)=[CH2:24].C(O)(=O)C.C(O)(=O)C.IC1C=CC=CC=1.